From a dataset of NCI-60 drug combinations with 297,098 pairs across 59 cell lines. Regression. Given two drug SMILES strings and cell line genomic features, predict the synergy score measuring deviation from expected non-interaction effect. Drug 1: COC1=C(C=C2C(=C1)N=CN=C2NC3=CC(=C(C=C3)F)Cl)OCCCN4CCOCC4. Drug 2: COCCOC1=C(C=C2C(=C1)C(=NC=N2)NC3=CC=CC(=C3)C#C)OCCOC.Cl. Cell line: HT29. Synergy scores: CSS=27.6, Synergy_ZIP=3.33, Synergy_Bliss=4.58, Synergy_Loewe=2.95, Synergy_HSA=2.34.